This data is from Reaction yield outcomes from USPTO patents with 853,638 reactions. The task is: Predict the reaction yield, written as a fraction of the theoretical maximum amount of product (1.0 means a 100% yield; for example, 0.34 means a 34% yield). (1) The reactants are [CH3:1][C:2]1([CH3:32])[CH2:7][CH2:6][C:5]([C:8]2[CH:13]=[C:12]([C:14]3([CH2:20][OH:21])[CH2:19][CH2:18][O:17][CH2:16][CH2:15]3)[CH:11]=[CH:10][C:9]=2[NH:22][C:23]([C:25]2[NH:26][CH:27]=[C:28]([C:30]#[N:31])[N:29]=2)=[O:24])=[CH:4][CH2:3]1.CC(OI1(OC(C)=O)(OC(C)=O)OC(=O)C2C=CC=CC1=2)=O. No catalyst specified. The product is [CH3:1][C:2]1([CH3:32])[CH2:7][CH2:6][C:5]([C:8]2[CH:13]=[C:12]([C:14]3([CH:20]=[O:21])[CH2:19][CH2:18][O:17][CH2:16][CH2:15]3)[CH:11]=[CH:10][C:9]=2[NH:22][C:23]([C:25]2[NH:26][CH:27]=[C:28]([C:30]#[N:31])[N:29]=2)=[O:24])=[CH:4][CH2:3]1. The yield is 1.00. (2) The reactants are [F:1][C:2]1[CH:7]=[CH:6][CH:5]=[CH:4][C:3]=1[C:8]1[CH:13]=[CH:12][C:11]([CH:14]=O)=[CH:10][CH:9]=1.[C:16]([NH:19][NH2:20])([NH2:18])=[NH:17].[ClH:21].O.[OH-].[Na+]. The catalyst is CCO. The product is [ClH:21].[F:1][C:2]1[CH:7]=[CH:6][CH:5]=[CH:4][C:3]=1[C:8]1[CH:13]=[CH:12][C:11]([CH:14]=[N:20][NH:19][C:16]([NH2:18])=[NH:17])=[CH:10][CH:9]=1. The yield is 0.250. (3) The catalyst is CC(C)=O.CCOCC. The product is [NH2:34][CH2:2][C:3]([NH:5][C:6]1[CH:14]=[CH:13][CH:12]=[C:11]2[C:7]=1[C:8](=[O:33])[N:9]([CH:16]([C:22]1[CH:27]=[CH:26][C:25]([O:28][CH3:29])=[C:24]([O:30][CH2:31][CH3:32])[CH:23]=1)[CH2:17][S:18]([CH3:21])(=[O:20])=[O:19])[C:10]2=[O:15])=[O:4]. The yield is 0.860. The reactants are Cl[CH2:2][C:3]([NH:5][C:6]1[CH:14]=[CH:13][CH:12]=[C:11]2[C:7]=1[C:8](=[O:33])[N:9]([CH:16]([C:22]1[CH:27]=[CH:26][C:25]([O:28][CH3:29])=[C:24]([O:30][CH2:31][CH3:32])[CH:23]=1)[CH2:17][S:18]([CH3:21])(=[O:20])=[O:19])[C:10]2=[O:15])=[O:4].[N-:34]=[N+]=[N-].[Na+].C1(P(C2C=CC=CC=2)C2C=CC=CC=2)C=CC=CC=1.O.